Dataset: Peptide-MHC class I binding affinity with 185,985 pairs from IEDB/IMGT. Task: Regression. Given a peptide amino acid sequence and an MHC pseudo amino acid sequence, predict their binding affinity value. This is MHC class I binding data. (1) The peptide sequence is NTPEALCDP. The MHC is Mamu-A01 with pseudo-sequence Mamu-A01. The binding affinity (normalized) is 0.172. (2) The peptide sequence is KLLGNSKYI. The MHC is H-2-Db with pseudo-sequence H-2-Db. The binding affinity (normalized) is 0.348. (3) The peptide sequence is NWLNNNTQF. The MHC is HLA-A24:02 with pseudo-sequence HLA-A24:02. The binding affinity (normalized) is 0.586. (4) The peptide sequence is YMRERLSDF. The MHC is HLA-C07:01 with pseudo-sequence HLA-C07:01. The binding affinity (normalized) is 0.563. (5) The binding affinity (normalized) is 0.218. The peptide sequence is WMRWGGWPF. The MHC is HLA-C14:02 with pseudo-sequence HLA-C14:02. (6) The peptide sequence is RMLFTSTNDK. The MHC is HLA-A11:01 with pseudo-sequence HLA-A11:01. The binding affinity (normalized) is 0.960. (7) The peptide sequence is LLKDLMPFV. The MHC is HLA-A11:01 with pseudo-sequence HLA-A11:01. The binding affinity (normalized) is 0. (8) The peptide sequence is HFKKRFSTL. The MHC is HLA-B35:01 with pseudo-sequence HLA-B35:01. The binding affinity (normalized) is 0.0847.